This data is from Full USPTO retrosynthesis dataset with 1.9M reactions from patents (1976-2016). The task is: Predict the reactants needed to synthesize the given product. (1) Given the product [F:11][C:4]1[C:5]2[N:6]([CH:8]=[CH:9][N:10]=2)[CH:7]=[C:2]([C:17]2[CH:18]=[CH:19][C:14]([C:13]([F:24])([F:23])[F:12])=[CH:15][CH:16]=2)[CH:3]=1, predict the reactants needed to synthesize it. The reactants are: Br[C:2]1[CH:3]=[C:4]([F:11])[C:5]2[N:6]([CH:8]=[CH:9][N:10]=2)[CH:7]=1.[F:12][C:13]([F:24])([F:23])[C:14]1[CH:19]=[CH:18][C:17](B(O)O)=[CH:16][CH:15]=1. (2) Given the product [C:1]([CH:3]([C:13](=[O:16])[CH2:14][CH3:15])[CH2:4][C:5]1[CH:12]=[CH:11][C:8]([C:9]#[N:10])=[CH:7][CH:6]=1)#[N:2], predict the reactants needed to synthesize it. The reactants are: [C:1]([C:3]([C:13](=[O:16])[CH2:14][CH3:15])=[CH:4][C:5]1[CH:12]=[CH:11][C:8]([C:9]#[N:10])=[CH:7][CH:6]=1)#[N:2].CO.[H][H]. (3) Given the product [CH2:1]([O:3][C:4]([C:6]12[CH2:8][CH:7]1[CH:9]=[CH:47][CH2:46][CH2:45][CH2:44][CH2:43][N:41]([CH3:42])[C:40](=[O:49])[CH:15]1[CH:14]([CH2:18][CH:17]([O:19][C:20]3[C:29]4[C:24](=[C:25]([CH3:32])[C:26]([O:30][CH3:31])=[CH:27][CH:28]=4)[N:23]=[C:22]([C:33]4[CH:38]=[CH:37][CH:36]=[C:35]([F:39])[CH:34]=4)[N:21]=3)[CH2:16]1)[C:12](=[O:13])[NH:11]2)=[O:5])[CH3:2], predict the reactants needed to synthesize it. The reactants are: [CH2:1]([O:3][C:4]([C:6]1([NH:11][C:12]([CH:14]2[CH2:18][CH:17]([O:19][C:20]3[C:29]4[C:24](=[C:25]([CH3:32])[C:26]([O:30][CH3:31])=[CH:27][CH:28]=4)[N:23]=[C:22]([C:33]4[CH:38]=[CH:37][CH:36]=[C:35]([F:39])[CH:34]=4)[N:21]=3)[CH2:16][CH:15]2[C:40](=[O:49])[N:41]([CH2:43][CH2:44][CH2:45][CH2:46][CH:47]=C)[CH3:42])=[O:13])[CH2:8][CH:7]1[CH:9]=C)=[O:5])[CH3:2].N#N. (4) Given the product [Cl:1][C:2]1[N:7]=[C:6]2[N:8]([CH2:17][CH2:18][N:19]([CH3:21])[CH3:20])[N:9]=[C:10]([I:11])[C:5]2=[C:4]([CH:12]([F:13])[F:14])[CH:3]=1, predict the reactants needed to synthesize it. The reactants are: [Cl:1][C:2]1[N:7]=[C:6]2[NH:8][N:9]=[C:10]([I:11])[C:5]2=[C:4]([CH:12]([F:14])[F:13])[CH:3]=1.Cl.Cl[CH2:17][CH2:18][N:19]([CH3:21])[CH3:20].C(=O)([O-])[O-].[Cs+].[Cs+].O. (5) Given the product [C:14]([CH:8]([CH2:9][CH:10]=[C:11]([CH3:13])[CH3:12])[CH:7]=[O:6])([CH3:16])=[CH2:15], predict the reactants needed to synthesize it. The reactants are: C([O:6][CH2:7][C:8](=[C:14]([CH3:16])[CH3:15])[CH2:9][CH:10]=[C:11]([CH3:13])[CH3:12])(=O)CCC.C(C(CC=C(C)C)CO)(C)=C.CC(OI1(OC(C)=O)(OC(C)=O)OC(=O)C2C=CC=CC1=2)=O. (6) Given the product [C:1]([C:5]1[CH:6]=[C:7]([C:11]2[CH:16]=[C:15]([O:17][CH3:18])[CH:14]=[CH:13][C:12]=2[CH:19]2[C:27]3[C:22](=[CH:23][CH:24]=[C:25]([O:28][CH2:29][CH2:30][CH3:31])[CH:26]=3)[CH:21]([C:32]3[CH:37]=[CH:36][C:35]4[O:38][CH2:39][O:40][C:34]=4[CH:33]=3)[CH:20]2[C:41]([OH:43])=[O:42])[CH:8]=[CH:9][CH:10]=1)([OH:3])=[O:2], predict the reactants needed to synthesize it. The reactants are: [C:1]([C:5]1[CH:6]=[C:7]([C:11]2[CH:16]=[C:15]([O:17][CH3:18])[CH:14]=[CH:13][C:12]=2[CH:19]2[C:27]3[C:22](=[CH:23][CH:24]=[C:25]([O:28][CH2:29][CH2:30][CH3:31])[CH:26]=3)[CH:21]([C:32]3[CH:37]=[CH:36][C:35]4[O:38][CH2:39][O:40][C:34]=4[CH:33]=3)[CH:20]2[C:41]([O-:43])=[O:42])[CH:8]=[CH:9][CH:10]=1)([O:3]C)=[O:2].[OH-].[Na+].Cl. (7) Given the product [OH:8][C:9]1[CH:10]=[C:11]([S:15][CH2:2][C:3]([O:5][CH2:6][CH3:7])=[O:4])[CH:12]=[CH:13][CH:14]=1, predict the reactants needed to synthesize it. The reactants are: Br[CH2:2][C:3]([O:5][CH2:6][CH3:7])=[O:4].[OH:8][C:9]1[CH:10]=[C:11]([SH:15])[CH:12]=[CH:13][CH:14]=1.